From a dataset of Catalyst prediction with 721,799 reactions and 888 catalyst types from USPTO. Predict which catalyst facilitates the given reaction. (1) Product: [CH3:1][O:2][C:3](=[O:12])[C:4]1[CH:9]=[CH:8][C:7]([Cl:10])=[C:6]([O:11][CH2:21][CH2:20][C:17]2[CH:18]=[CH:19][C:14]([Cl:13])=[CH:15][CH:16]=2)[CH:5]=1. The catalyst class is: 7. Reactant: [CH3:1][O:2][C:3](=[O:12])[C:4]1[CH:9]=[CH:8][C:7]([Cl:10])=[C:6]([OH:11])[CH:5]=1.[Cl:13][C:14]1[CH:19]=[CH:18][C:17]([CH2:20][CH2:21]O)=[CH:16][CH:15]=1.C1(P(C2C=CC=CC=2)C2C=CC=CC=2)C=CC=CC=1.CCOC(/N=N/C(OCC)=O)=O. (2) Reactant: [O:1]=[C:2]([CH2:10][CH2:11][CH2:12][CH2:13][C:14]1[CH:23]=[CH:22][C:21]2[CH2:20][CH2:19][CH2:18][NH:17][C:16]=2[N:15]=1)[CH2:3]P(=O)(OC)OC.[F:24][C:25]1[CH:26]=[C:27]2[C:32](=[CH:33][C:34]=1[F:35])[N:31]=[CH:30][C:29]([CH:36]=O)=[CH:28]2.[Li+].[Cl-].C1CCN2C(=NCCC2)CC1. Product: [F:24][C:25]1[CH:26]=[C:27]2[C:32](=[CH:33][C:34]=1[F:35])[N:31]=[CH:30][C:29](/[CH:36]=[CH:3]/[C:2](=[O:1])[CH2:10][CH2:11][CH2:12][CH2:13][C:14]1[CH:23]=[CH:22][C:21]3[CH2:20][CH2:19][CH2:18][NH:17][C:16]=3[N:15]=1)=[CH:28]2. The catalyst class is: 23. (3) Reactant: [NH:1]1[C:9]2[C:4](=[CH:5][CH:6]=[CH:7][N:8]=2)[C:3]([C:10](=[O:15])[C:11]([O:13]C)=[O:12])=[CH:2]1.C([O-])([O-])=O.[K+:20].[K+]. Product: [NH:1]1[C:9]2[C:4](=[CH:5][CH:6]=[CH:7][N:8]=2)[C:3]([C:10](=[O:15])[C:11]([O-:13])=[O:12])=[CH:2]1.[K+:20]. The catalyst class is: 24. (4) Reactant: [CH:1]1([CH2:5][C@H:6]([NH:26]C(=O)OC(C)(C)C)[CH2:7][O:8][C:9]2[CH:10]=[CH:11][C:12]3[C:21]4[C:16](=[C:17]([CH3:22])[N:18]=[CH:19][CH:20]=4)[C:15](=[O:23])[N:14]([CH3:24])[C:13]=3[CH:25]=2)[CH2:4][CH2:3][CH2:2]1.Cl. Product: [NH2:26][C@@H:6]([CH2:5][CH:1]1[CH2:2][CH2:3][CH2:4]1)[CH2:7][O:8][C:9]1[CH:10]=[CH:11][C:12]2[C:21]3[C:16](=[C:17]([CH3:22])[N:18]=[CH:19][CH:20]=3)[C:15](=[O:23])[N:14]([CH3:24])[C:13]=2[CH:25]=1. The catalyst class is: 27.